From a dataset of Reaction yield outcomes from USPTO patents with 853,638 reactions. Predict the reaction yield, written as a fraction of the theoretical maximum amount of product (1.0 means a 100% yield; for example, 0.34 means a 34% yield). (1) The reactants are [C:1](=O)([O-])[O-].[K+].[K+].[CH:7]([CH:9]1[CH2:13][N:12]([C:14]([O:16][C:17]([CH3:20])([CH3:19])[CH3:18])=[O:15])[CH:11]([CH3:21])[CH2:10]1)=O.[N+](=C(P(=O)(OC)OC)C(=O)C)=[N-]. The catalyst is C(#N)C.CO. The product is [C:7]([CH:9]1[CH2:13][N:12]([C:14]([O:16][C:17]([CH3:20])([CH3:19])[CH3:18])=[O:15])[CH:11]([CH3:21])[CH2:10]1)#[CH:1]. The yield is 0.670. (2) The reactants are [NH2:1][C:2]1[N:7]=[C:6]([NH:8][C:9]2[N:14]=[CH:13][C:12]([NH:15][C:16](=[O:26])[C:17]3[CH:22]=[CH:21][C:20]([N+:23]([O-])=O)=[CH:19][CH:18]=3)=[CH:11][CH:10]=2)[CH:5]=[C:4]([CH3:27])[N:3]=1. The catalyst is [Pd].CO.C1COCC1. The product is [NH2:23][C:20]1[CH:21]=[CH:22][C:17]([C:16]([NH:15][C:12]2[CH:13]=[N:14][C:9]([NH:8][C:6]3[CH:5]=[C:4]([CH3:27])[N:3]=[C:2]([NH2:1])[N:7]=3)=[CH:10][CH:11]=2)=[O:26])=[CH:18][CH:19]=1. The yield is 0.960. (3) The reactants are [CH3:1][O:2][C:3](=[O:19])[CH2:4][O:5][C:6]1[CH:11]=[CH:10][C:9]([NH:12][C:13]([O:15][CH2:16][CH2:17][OH:18])=[O:14])=[CH:8][CH:7]=1.[CH3:20][O:21][C:22](=[O:34])[CH2:23][O:24][C:25]1[CH:30]=[CH:29][C:28]([N:31]=[C:32]=[O:33])=[CH:27][CH:26]=1. The catalyst is C1(C)C=CC=CC=1. The product is [CH3:1][O:2][C:3](=[O:19])[CH2:4][O:5][C:6]1[CH:7]=[CH:8][C:9]([NH:12][C:13]([O:15][CH2:16][CH2:17][O:18][C:32](=[O:33])[NH:31][C:28]2[CH:27]=[CH:26][C:25]([O:24][CH2:23][C:22]([O:21][CH3:20])=[O:34])=[CH:30][CH:29]=2)=[O:14])=[CH:10][CH:11]=1. The yield is 0.565. (4) The reactants are [Cl:1][C:2]1[CH:7]=[CH:6][CH:5]=[CH:4][C:3]=1[CH:8]1[CH2:19][C:18]2[N:17]([CH2:20][CH2:21][O:22][CH2:23][CH2:24][O:25][CH2:26][CH3:27])[C:16]([CH:28]=[O:29])=[CH:15][C:14]=2[CH:13]2[CH:9]1[C:10](=[O:31])[NH:11][C:12]2=[O:30]. The catalyst is O=[Mn]=O. The product is [Cl:1][C:2]1[CH:7]=[CH:6][CH:5]=[CH:4][C:3]=1[C:8]1[CH:19]=[C:18]2[C:14]([CH:15]=[C:16]([CH:28]=[O:29])[N:17]2[CH2:20][CH2:21][O:22][CH2:23][CH2:24][O:25][CH2:26][CH3:27])=[C:13]2[C:9]=1[C:10](=[O:31])[NH:11][C:12]2=[O:30]. The yield is 0.180. (5) The reactants are Cl[C:2]1[N:7]=[CH:6][N:5]=[C:4]([NH:8][C:9]2[CH:14]=[CH:13][CH:12]=[C:11]([O:15][C:16]3[CH:21]=[CH:20][CH:19]=[CH:18][CH:17]=3)[CH:10]=2)[CH:3]=1.[NH2:22][C:23]1[CH:28]=[CH:27][CH:26]=[C:25]([NH2:29])[CH:24]=1.Cl. The catalyst is C(O)CCC. The product is [NH2:22][C:23]1[CH:24]=[C:25]([NH:29][C:2]2[CH:3]=[C:4]([NH:8][C:9]3[CH:14]=[CH:13][CH:12]=[C:11]([O:15][C:16]4[CH:21]=[CH:20][CH:19]=[CH:18][CH:17]=4)[CH:10]=3)[N:5]=[CH:6][N:7]=2)[CH:26]=[CH:27][CH:28]=1. The yield is 0.320. (6) The yield is 0.980. The catalyst is CO. The reactants are Cl.[CH3:2][CH:3]1[C:15]2(OCC[O:16]2)[CH2:14][CH2:13][C:12]2([C:20]3[CH:25]=[CH:24][CH:23]=[CH:22][CH:21]=3)[CH:4]1[CH2:5][CH2:6][C:7]1[C:11]2=[N:10][NH:9][C:8]=1[C:26]1[CH:31]=[CH:30][CH:29]=[CH:28][CH:27]=1. The product is [CH3:2][CH:3]1[CH:4]2[CH2:5][CH2:6][C:7]3[C:11]([C:12]2([C:20]2[CH:21]=[CH:22][CH:23]=[CH:24][CH:25]=2)[CH2:13][CH2:14][C:15]1=[O:16])=[N:10][NH:9][C:8]=3[C:26]1[CH:27]=[CH:28][CH:29]=[CH:30][CH:31]=1. (7) The reactants are [CH3:1][C:2]1[NH:3][CH:4]=[CH:5][C:6]=1[C:7]([O:9][CH2:10][CH3:11])=[O:8].[H-].[Na+].[F:14][C:15]1[CH:22]=[CH:21][C:18]([CH2:19]Br)=[CH:17][CH:16]=1.O. The catalyst is CN(C=O)C. The product is [F:14][C:15]1[CH:22]=[CH:21][C:18]([CH2:19][N:3]2[CH:4]=[CH:5][C:6]([C:7]([O:9][CH2:10][CH3:11])=[O:8])=[C:2]2[CH3:1])=[CH:17][CH:16]=1. The yield is 0.950.